Dataset: Forward reaction prediction with 1.9M reactions from USPTO patents (1976-2016). Task: Predict the product of the given reaction. (1) Given the reactants Br[C:2]1[CH:7]=[CH:6][C:5]([C:8](=[O:21])[CH2:9][CH:10]([C:16]([O:18][CH2:19][CH3:20])=[O:17])[C:11]([O:13][CH2:14][CH3:15])=[O:12])=[CH:4][CH:3]=1.[N+:22]([C:25]1[CH:30]=[CH:29][C:28](B(O)O)=[CH:27][CH:26]=1)([O-:24])=[O:23].C(=O)([O-])[O-].[Na+].[Na+], predict the reaction product. The product is: [N+:22]([C:25]1[CH:30]=[CH:29][C:28]([C:6]2[CH:7]=[CH:2][CH:3]=[CH:4][C:5]=2[C:8](=[O:21])[CH2:9][CH:10]([C:16]([O:18][CH2:19][CH3:20])=[O:17])[C:11]([O:13][CH2:14][CH3:15])=[O:12])=[CH:27][CH:26]=1)([O-:24])=[O:23]. (2) Given the reactants [C:1](Cl)(=[O:5])[O:2][CH2:3][CH3:4].[CH3:7][S:8]([CH2:11][C:12]1[CH:17]=[CH:16][CH:15]=[C:14]([N+:18]([O-:20])=[O:19])[CH:13]=1)(=[NH:10])=[O:9], predict the reaction product. The product is: [CH2:3]([O:2][C:1](=[O:5])[N:10]=[S:8]([CH3:7])([CH2:11][C:12]1[CH:17]=[CH:16][CH:15]=[C:14]([N+:18]([O-:20])=[O:19])[CH:13]=1)=[O:9])[CH3:4].